Predict which catalyst facilitates the given reaction. From a dataset of Catalyst prediction with 721,799 reactions and 888 catalyst types from USPTO. (1) Reactant: [C:1]1([C:14]2[CH:19]=[CH:18][CH:17]=[CH:16][CH:15]=2)[CH:6]=[CH:5][C:4]([NH:7][C:8](=[O:13])[CH2:9][C:10]([OH:12])=O)=[CH:3][CH:2]=1.CCN(C(C)C)C(C)C.C1C=CC2N(O)N=NC=2C=1.CCN=C=NCCCN(C)C.Cl.Cl.Cl.[NH:53]1[CH2:58][CH2:57][CH:56]([NH:59][C:60]2[CH:65]=[CH:64][CH:63]=[CH:62][C:61]=2[CH3:66])[CH2:55][CH2:54]1. Product: [C:1]1([C:14]2[CH:19]=[CH:18][CH:17]=[CH:16][CH:15]=2)[CH:2]=[CH:3][C:4]([NH:7][C:8](=[O:13])[CH2:9][C:10](=[O:12])[N:53]2[CH2:58][CH2:57][CH:56]([NH:59][C:60]3[CH:65]=[CH:64][CH:63]=[CH:62][C:61]=3[CH3:66])[CH2:55][CH2:54]2)=[CH:5][CH:6]=1. The catalyst class is: 18. (2) Product: [Cl:1][C:2]1[CH:3]=[CH:4][C:5]([O:10][CH2:11][CH:12]([CH2:15][CH3:16])[CH2:13][CH3:14])=[C:6]([CH:7]=1)[CH2:8][O:9][S:27]([CH3:26])(=[O:29])=[O:28]. The catalyst class is: 2. Reactant: [Cl:1][C:2]1[CH:3]=[CH:4][C:5]([O:10][CH2:11][CH:12]([CH2:15][CH3:16])[CH2:13][CH3:14])=[C:6]([CH2:8][OH:9])[CH:7]=1.C(N(C(C)C)CC)(C)C.[CH3:26][S:27](O[S:27]([CH3:26])(=[O:29])=[O:28])(=[O:29])=[O:28]. (3) Reactant: [N+:1]([C:4]1[C:17]2[C:16](=[O:18])[C:15]3[C:10](=[CH:11][CH:12]=[CH:13][C:14]=3[N+:19]([O-])=O)[C:9](=[O:22])[C:8]=2[CH:7]=[CH:6][CH:5]=1)([O-])=O.C(O)C.O.O.O.O.O.O.O.O.O.[S-2].[Na+].[Na+].[OH-].[Na+]. Product: [NH2:1][C:4]1[C:17]2[C:16](=[O:18])[C:15]3[C:10](=[CH:11][CH:12]=[CH:13][C:14]=3[NH2:19])[C:9](=[O:22])[C:8]=2[CH:7]=[CH:6][CH:5]=1. The catalyst class is: 6. (4) The catalyst class is: 1. Product: [Cl:1][C:2]1[N:7]2[N:8]=[C:9]([C:11]3[CH:16]=[CH:15][CH:14]=[C:13]([Cl:17])[CH:12]=3)[CH:10]=[C:6]2[N:5]=[C:4]([CH3:18])[C:3]=1[CH:19]([OH:42])[C:20]([O:22][CH3:23])=[O:21]. Reactant: [Cl:1][C:2]1[N:7]2[N:8]=[C:9]([C:11]3[CH:16]=[CH:15][CH:14]=[C:13]([Cl:17])[CH:12]=3)[CH:10]=[C:6]2[N:5]=[C:4]([CH3:18])[C:3]=1[CH2:19][C:20]([O:22][CH3:23])=[O:21].C[Si]([N-][Si](C)(C)C)(C)C.[K+].C1(C2[O:42]N2S(C2C=CC=CC=2)(=O)=O)C=CC=CC=1. (5) Reactant: [Cl:1][C:2]1[CH:3]=[C:4]([NH:11][C:12]2[N:17]=[CH:16][C:15]([N:18]3[CH2:23][CH2:22][N:21](C(OC(C)(C)C)=O)[CH2:20][CH2:19]3)=[CH:14][CH:13]=2)[C:5]2[N:6]([CH:8]=[CH:9][N:10]=2)[CH:7]=1. Product: [Cl:1][C:2]1[CH:3]=[C:4]([NH:11][C:12]2[CH:13]=[CH:14][C:15]([N:18]3[CH2:23][CH2:22][NH:21][CH2:20][CH2:19]3)=[CH:16][N:17]=2)[C:5]2[N:6]([CH:8]=[CH:9][N:10]=2)[CH:7]=1. The catalyst class is: 89. (6) Reactant: [NH:1]1[C:10]2[CH2:9][CH2:8][CH2:7][CH2:6][C:5]=2[C:4](=[O:11])[NH:3][C:2]1=[O:12].[CH3:13][Si:14]([CH3:21])([CH3:20])N[Si:14]([CH3:21])([CH3:20])[CH3:13].S(=O)(=O)(O)O. Product: [CH3:13][Si:14]([CH3:21])([CH3:20])[O:12][C:2]1[N:3]=[C:4]([O:11][Si:14]([CH3:21])([CH3:20])[CH3:13])[C:5]2[CH2:6][CH2:7][CH2:8][CH2:9][C:10]=2[N:1]=1. The catalyst class is: 11. (7) Reactant: [CH:1]([C:3]1[CH:8]=[CH:7][C:6](OB(O)O)=[CH:5][CH:4]=1)=[O:2].[CH3:13][O:14][C:15](=[O:23])[C:16]1[CH:21]=[CH:20][CH:19]=[CH:18][C:17]=1Br.P([O-])([O-])([O-])=O.[K+].[K+].[K+]. Product: [CH3:13][O:14][C:15](=[O:23])[C:16]1[CH:21]=[CH:20][CH:19]=[CH:18][C:17]=1[C:6]1[CH:7]=[CH:8][C:3]([CH:1]=[O:2])=[CH:4][CH:5]=1. The catalyst class is: 427. (8) Reactant: C(O[C:6](=[O:25])[NH:7][C@@H:8]([CH2:18][C:19]1[CH:24]=[CH:23][CH:22]=[CH:21][CH:20]=1)[CH:9]([OH:17])[C:10](=[O:16])[NH:11][CH2:12][CH2:13][O:14][CH3:15])(C)(C)C.FC(F)(F)C(O)=O.C(N(CC)C(C)C)(C)C.[CH2:42]([O:49][C:50]([NH:52][C@@H:53]([CH3:71])[C:54]([NH:56][C@@H:57]([CH2:61][C:62]1[C:70]2[C:65](=[CH:66][CH:67]=[CH:68][CH:69]=2)[NH:64][CH:63]=1)C(O)=O)=[O:55])=[O:51])[C:43]1[CH:48]=[CH:47][CH:46]=[CH:45][CH:44]=1.CN(C(ON1N=NC2C=CC=NC1=2)=[N+](C)C)C.F[P-](F)(F)(F)(F)F. Product: [CH2:42]([O:49][C:50](=[O:51])[NH:52][C@H:53]([C:54](=[O:55])[NH:56][C@H:57]([C:6](=[O:25])[NH:7][C@@H:8]([CH2:18][C:19]1[CH:20]=[CH:21][CH:22]=[CH:23][CH:24]=1)[CH:9]([OH:17])[C:10](=[O:16])[NH:11][CH2:12][CH2:13][O:14][CH3:15])[CH2:61][C:62]1[C:70]2[C:65](=[CH:66][CH:67]=[CH:68][CH:69]=2)[NH:64][CH:63]=1)[CH3:71])[C:43]1[CH:44]=[CH:45][CH:46]=[CH:47][CH:48]=1. The catalyst class is: 4.